This data is from Full USPTO retrosynthesis dataset with 1.9M reactions from patents (1976-2016). The task is: Predict the reactants needed to synthesize the given product. The reactants are: [CH3:1][N:2]([CH3:16])[C:3]1[CH:4]=[CH:5][C:6]2[C:13](=[O:14])[CH2:12][CH2:11][CH2:10][CH:9]=C[C:7]=2[CH:15]=1. Given the product [CH3:16][N:2]([CH3:1])[C:3]1[CH:15]=[CH:7][C:6]2[C:13](=[O:14])[CH2:12][CH2:11][CH2:10][CH2:9][C:5]=2[CH:4]=1, predict the reactants needed to synthesize it.